Dataset: Experimentally validated miRNA-target interactions with 360,000+ pairs, plus equal number of negative samples. Task: Binary Classification. Given a miRNA mature sequence and a target amino acid sequence, predict their likelihood of interaction. The miRNA is mmu-miR-3088-3p with sequence UUCAUGAGCAGCUGCAAAGGUGU. The protein sequence of the target gene is MFRMLNSSFEDDPFFSESILAHRENMRQMIRSFSEPFGRDLLSISDGRGRAHNRRGHNDGEDSLTHTDVSSFQTMDQMVSNMRNYMQKLERNFGQLSVDPNGHSFCSSSVMTYSKIGDEPPKVFQASTQTRRAPGGIKETRKAMRDSDSGLEKMAIGHHIHDRAHVIKKSKNKKTGDEEVNQEFINMNESDAHAFDEEWQSEVLKYKPGRHNLGNTRMRSVGHENPGSRELKRREKPQQSPAIEHGRRSNVLGDKLHIKGSSVKSNKK. Result: 0 (no interaction).